From a dataset of Reaction yield outcomes from USPTO patents with 853,638 reactions. Predict the reaction yield, written as a fraction of the theoretical maximum amount of product (1.0 means a 100% yield; for example, 0.34 means a 34% yield). (1) The reactants are [N:1]1([CH2:7][CH2:8][CH2:9][O:10][C:11]2[CH:18]=[CH:17][C:14]([CH:15]=O)=[CH:13][CH:12]=2)[CH2:6][CH2:5][CH2:4][CH2:3][CH2:2]1.[ClH:19].[CH3:20][NH:21][CH3:22].C(O[BH-](OC(=O)C)OC(=O)C)(=O)C.[Na+].[OH-].[Na+].ClC[CH2:41][Cl:42]. The catalyst is C(O)(=O)C. The product is [NH3:1].[CH2:41]([Cl:42])[Cl:19].[CH3:20][N:21]([CH3:22])[CH2:15][C:14]1[CH:17]=[CH:18][C:11]([O:10][CH2:9][CH2:8][CH2:7][N:1]2[CH2:6][CH2:5][CH2:4][CH2:3][CH2:2]2)=[CH:12][CH:13]=1. The yield is 0.0300. (2) The reactants are [CH3:1][N:2]1[CH2:7][CH2:6][NH:5][CH2:4][CH2:3]1.[Cl:8][C:9]1[CH:10]=[N:11][CH:12]=[C:13]([Cl:16])[C:14]=1Cl.C(N(CC)CC)C. The catalyst is CN1C(=O)CCC1. The product is [Cl:16][C:13]1[CH:12]=[N:11][CH:10]=[C:9]([Cl:8])[C:14]=1[N:5]1[CH2:6][CH2:7][N:2]([CH3:1])[CH2:3][CH2:4]1. The yield is 0.650.